The task is: Predict the reactants needed to synthesize the given product.. This data is from Full USPTO retrosynthesis dataset with 1.9M reactions from patents (1976-2016). (1) Given the product [CH3:15][N:16]([CH3:17])[CH2:18][CH2:19][N:12]1[CH:13]=[C:9]([B:4]2[O:5][C:6]([CH3:7])([CH3:8])[C:2]([CH3:14])([CH3:1])[O:3]2)[CH:10]=[N:11]1, predict the reactants needed to synthesize it. The reactants are: [CH3:1][C:2]1([CH3:14])[C:6]([CH3:8])([CH3:7])[O:5][B:4]([C:9]2[CH:10]=[N:11][NH:12][CH:13]=2)[O:3]1.[CH3:15][N:16]([CH2:18][CH2:19]Cl)[CH3:17].C(=O)([O-])[O-].[K+].[K+].C(OCC)(=O)C. (2) Given the product [F:1][C:2]1[CH:3]=[C:4]([N:8]2[C:16]3[C:11](=[CH:12][CH:13]=[CH:14][CH:15]=3)[CH:10]=[C:9]2[CH:17]([NH2:26])[CH3:18])[CH:5]=[CH:6][CH:7]=1, predict the reactants needed to synthesize it. The reactants are: [F:1][C:2]1[CH:3]=[C:4]([N:8]2[C:16]3[C:11](=[CH:12][CH:13]=[CH:14][CH:15]=3)[CH:10]=[C:9]2[C:17](=O)[CH3:18])[CH:5]=[CH:6][CH:7]=1.C([O-])(=O)C.[NH4+].C([BH3-])#[N:26].[Na+].